The task is: Predict which catalyst facilitates the given reaction.. This data is from Catalyst prediction with 721,799 reactions and 888 catalyst types from USPTO. Reactant: [Br:1][C:2]1[CH:3]=[C:4]([CH:8]=[CH:9][C:10]=1[F:11])[C:5]([OH:7])=O.CCN(C(C)C)C(C)C.CN(C(ON1N=NC2C=CC=NC1=2)=[N+](C)C)C.F[P-](F)(F)(F)(F)F.[CH2:45]([O:47][C:48](=[O:60])[C@H:49]([OH:59])[C@H:50]([NH2:58])[CH2:51][C:52]1[CH:57]=[CH:56][CH:55]=[CH:54][CH:53]=1)[CH3:46]. Product: [CH2:45]([O:47][C:48](=[O:60])[C@H:49]([OH:59])[C@H:50]([NH:58][C:5](=[O:7])[C:4]1[CH:8]=[CH:9][C:10]([F:11])=[C:2]([Br:1])[CH:3]=1)[CH2:51][C:52]1[CH:57]=[CH:56][CH:55]=[CH:54][CH:53]=1)[CH3:46]. The catalyst class is: 2.